This data is from Forward reaction prediction with 1.9M reactions from USPTO patents (1976-2016). The task is: Predict the product of the given reaction. (1) Given the reactants F[C:2]1[N:7]2[CH:8]=[C:9]([CH2:11][N:12]3[C@H:26]4[C@H:16]([CH2:17][CH2:18][CH2:19][C:20]5[C:21]4=[N:22][CH:23]=[CH:24][CH:25]=5)[CH2:15][CH2:14][CH2:13]3)[N:10]=[C:6]2[CH:5]=[CH:4][CH:3]=1.[CH3:27][N:28]1[CH2:33][CH2:32][NH:31][CH2:30][CH2:29]1, predict the reaction product. The product is: [CH3:27][N:28]1[CH2:33][CH2:32][N:31]([C:2]2[N:7]3[CH:8]=[C:9]([CH2:11][N:12]4[C@H:26]5[C@H:16]([CH2:17][CH2:18][CH2:19][C:20]6[C:21]5=[N:22][CH:23]=[CH:24][CH:25]=6)[CH2:15][CH2:14][CH2:13]4)[N:10]=[C:6]3[CH:5]=[CH:4][CH:3]=2)[CH2:30][CH2:29]1. (2) Given the reactants [CH3:1][C:2]1([CH3:14])[C:6]([CH3:8])([CH3:7])[O:5][B:4]([C:9]2[CH:10]=[N:11][NH:12][CH:13]=2)[O:3]1.CS(O[CH2:20][CH2:21][C:22]([OH:25])([CH3:24])[CH3:23])(=O)=O.C(=O)([O-])[O-].[Cs+].[Cs+], predict the reaction product. The product is: [CH3:23][C:22]([OH:25])([CH2:21][CH2:20][N:12]1[CH:13]=[C:9]([B:4]2[O:5][C:6]([CH3:7])([CH3:8])[C:2]([CH3:14])([CH3:1])[O:3]2)[CH:10]=[N:11]1)[CH3:24]. (3) Given the reactants [F:1][C:2]([F:12])([F:11])[CH2:3][CH2:4][S:5]([CH2:8][C:9]#[N:10])(=[O:7])=[O:6].N1CCCC1C(O)=O.[CH2:21]1[O:31][C:24]2([CH2:29][CH2:28][C:27](=O)[CH2:26][CH2:25]2)[O:23][CH2:22]1, predict the reaction product. The product is: [O:23]1[C:24]2([CH2:29][CH2:28][C:27](=[C:8]([S:5]([CH2:4][CH2:3][C:2]([F:1])([F:11])[F:12])(=[O:6])=[O:7])[C:9]#[N:10])[CH2:26][CH2:25]2)[O:31][CH2:21][CH2:22]1. (4) The product is: [Cl:1][C:2]1[CH:3]=[CH:4][C:5]([O:22][CH3:23])=[C:6]([C:8]2[N:12]([CH3:13])[N:11]=[CH:10][C:9]=2[NH2:14])[CH:7]=1. Given the reactants [Cl:1][C:2]1[CH:3]=[CH:4][C:5]([O:22][CH3:23])=[C:6]([C:8]2[N:12]([CH3:13])[N:11]=[CH:10][C:9]=2[NH:14]C(=O)OC(C)(C)C)[CH:7]=1.Cl, predict the reaction product. (5) Given the reactants [F:1][C:2]([F:17])([F:16])[C:3]1[CH:8]=[CH:7][C:6]([C:9]2([C:13](=[O:15])[CH3:14])[CH2:12][CH2:11][CH2:10]2)=[CH:5][CH:4]=1.C(O)(=O)C.[Br:22]Br.O, predict the reaction product. The product is: [Br:22][CH2:14][C:13]([C:9]1([C:6]2[CH:5]=[CH:4][C:3]([C:2]([F:16])([F:17])[F:1])=[CH:8][CH:7]=2)[CH2:10][CH2:11][CH2:12]1)=[O:15].